Dataset: Full USPTO retrosynthesis dataset with 1.9M reactions from patents (1976-2016). Task: Predict the reactants needed to synthesize the given product. (1) The reactants are: [NH2:1][CH:2]1[CH2:8][CH2:7][C:6]2[CH:9]=[CH:10][CH:11]=[CH:12][C:5]=2[NH:4][C:3]1=[O:13].Cl.CN(C)CCCN=C=NCC.ON1C2C=CC=CC=2N=N1.C(N(C(C)C)CC)(C)C.[CH3:45][C:46]([O:49][C:50]([NH:52][C@@H:53]([C:65](O)=[O:66])[CH2:54][C:55]1[C:60]([C:61]([F:64])([F:63])[F:62])=[CH:59][CH:58]=[CH:57][CH:56]=1)=[O:51])([CH3:48])[CH3:47]. Given the product [C:46]([O:49][C:50](=[O:51])[NH:52][C@@H:53]([C:65](=[O:66])[NH:1][CH:2]1[C:3](=[O:13])[NH:4][C:5]2[CH:12]=[CH:11][CH:10]=[CH:9][C:6]=2[CH2:7][CH2:8]1)[CH2:54][C:55]1[CH:56]=[CH:57][CH:58]=[CH:59][C:60]=1[C:61]([F:64])([F:63])[F:62])([CH3:45])([CH3:48])[CH3:47], predict the reactants needed to synthesize it. (2) Given the product [Cl:22][C:23]1[N:28]=[C:27]([NH:4][C:5]2[CH:6]=[C:7]([S:11][CH2:13][CH2:14][OH:15])[CH:8]=[CH:9][CH:10]=2)[C:26]([Cl:30])=[CH:25][N:24]=1, predict the reactants needed to synthesize it. The reactants are: C[O-].[Na+].[NH2:4][C:5]1[CH:6]=[C:7]([SH:11])[CH:8]=[CH:9][CH:10]=1.Br[CH2:13][CH2:14][OH:15].C(=O)([O-])[O-].[K+].[K+].[Cl:22][C:23]1[N:28]=[C:27](Cl)[C:26]([Cl:30])=[CH:25][N:24]=1. (3) The reactants are: [CH2:1]([O:3][C:4](=[O:22])[CH2:5][C:6]1[CH:11]=[CH:10][CH:9]=[C:8]([O:12][C:13]2[CH:18]=[CH:17][C:16]([Br:19])=[CH:15][C:14]=2[CH2:20]Br)[CH:7]=1)[CH3:2].[C:23]1([SH:29])[CH:28]=[CH:27][CH:26]=[CH:25][CH:24]=1.[H-].[Na+]. Given the product [CH2:1]([O:3][C:4](=[O:22])[CH2:5][C:6]1[CH:11]=[CH:10][CH:9]=[C:8]([O:12][C:13]2[CH:18]=[CH:17][C:16]([Br:19])=[CH:15][C:14]=2[CH2:20][S:29][C:23]2[CH:28]=[CH:27][CH:26]=[CH:25][CH:24]=2)[CH:7]=1)[CH3:2], predict the reactants needed to synthesize it. (4) Given the product [O:14]=[C:10]1[N:11]([C:16]2[CH:20]=[CH:19][S:18][CH:17]=2)[CH2:12][CH2:13][N:8]([C:1]([O:3][C:4]([CH3:7])([CH3:6])[CH3:5])=[O:2])[CH2:9]1, predict the reactants needed to synthesize it. The reactants are: [C:1]([N:8]1[CH2:13][CH2:12][NH:11][C:10](=[O:14])[CH2:9]1)([O:3][C:4]([CH3:7])([CH3:6])[CH3:5])=[O:2].Br[C:16]1[CH:20]=[CH:19][S:18][CH:17]=1.[O-]P([O-])([O-])=O.[K+].[K+].[K+].CNCCNC. (5) Given the product [C:36]([NH:2][C@H:3]1[CH2:8][CH2:7][C@H:6]([NH:9][C:10]([C:12]2[C:16]3[N:17]=[CH:18][N:19]=[C:20]([C:21]4[C:29]5[O:28][CH2:27][O:26][C:25]=5[CH:24]=[CH:23][C:22]=4[O:30][CH2:31][CH:32]4[CH2:35][CH2:34][CH2:33]4)[C:15]=3[NH:14][CH:13]=2)=[O:11])[CH2:5][CH2:4]1)(=[O:38])[CH3:37], predict the reactants needed to synthesize it. The reactants are: Cl.[NH2:2][C@H:3]1[CH2:8][CH2:7][C@H:6]([NH:9][C:10]([C:12]2[C:16]3[N:17]=[CH:18][N:19]=[C:20]([C:21]4[C:29]5[O:28][CH2:27][O:26][C:25]=5[CH:24]=[CH:23][C:22]=4[O:30][CH2:31][CH:32]4[CH2:35][CH2:34][CH2:33]4)[C:15]=3[NH:14][CH:13]=2)=[O:11])[CH2:5][CH2:4]1.[C:36](Cl)(=[O:38])[CH3:37]. (6) Given the product [OH:6][C:7]([C:9]([F:12])([F:11])[F:10])([CH2:13][C:14]#[CH:15])[CH2:8][C:2]([C:3]1[CH:20]=[CH:19][CH:18]=[CH:17][C:4]=1[C:5]([OH:30])=[O:16])([CH3:21])[CH3:1], predict the reactants needed to synthesize it. The reactants are: [CH3:1][C:2]1([CH3:21])[CH2:8][C:7]([CH2:13][C:14]#[CH:15])([C:9]([F:12])([F:11])[F:10])[O:6][CH:5]([OH:16])[C:4]2[CH:17]=[CH:18][CH:19]=[CH:20][C:3]1=2.CC(=CC)C.C1C[O:30]CC1.Cl([O-])=O.[Na+].P([O-])([O-])(O)=O.[Na+].[Na+].